Dataset: SARS-CoV-2 main protease (3CLPro) crystallographic fragment screen with 879 compounds. Task: Binary Classification. Given a drug SMILES string, predict its activity (active/inactive) in a high-throughput screening assay against a specified biological target. (1) The compound is CNC(=O)c1ccccc1NC(=O)c1ccco1. The result is 0 (inactive). (2) The compound is Cc1cc(C(=O)NC(C)C)on1. The result is 0 (inactive). (3) The molecule is COCC(=O)NCc1ccc(C)cc1. The result is 0 (inactive). (4) The drug is N#Cc1ccc(N2CCCOCC2)cn1. The result is 1 (active). (5) The compound is Cc1ccc(S(=O)(=O)N2CCN(C(=O)CCl)CC2)c(C)c1. The result is 0 (inactive). (6) The drug is CC(N)CC(N)=O.Cl. The result is 0 (inactive). (7) The drug is CC1COCCN1Cc1ccccc1F. The result is 0 (inactive). (8) The drug is COc1ccc(Cl)cc1C(=O)NCC(C)C. The result is 0 (inactive). (9) The drug is C1CN(Cc2nc(C3CC3)no2)CCO1. The result is 0 (inactive). (10) The compound is NC(=O)c1ccc(NC(=O)c2cnccn2)cc1. The result is 0 (inactive).